This data is from Forward reaction prediction with 1.9M reactions from USPTO patents (1976-2016). The task is: Predict the product of the given reaction. (1) Given the reactants C(=O)([O-])[O-].[Cs+].[Cs+].Br[CH2:8][C:9]([O:11][C:12]([CH3:15])([CH3:14])[CH3:13])=[O:10].[CH3:16][C:17]1([CH3:31])[C:21]([CH3:23])([CH3:22])[O:20][B:19]([C:24]2[CH:29]=[CH:28][C:27]([OH:30])=[CH:26][CH:25]=2)[O:18]1, predict the reaction product. The product is: [C:12]([O:11][C:9](=[O:10])[CH2:8][O:30][C:27]1[CH:26]=[CH:25][C:24]([B:19]2[O:20][C:21]([CH3:23])([CH3:22])[C:17]([CH3:31])([CH3:16])[O:18]2)=[CH:29][CH:28]=1)([CH3:15])([CH3:14])[CH3:13]. (2) Given the reactants [Cl-].[NH+]1C=CC=CC=1.[CH3:8][C:9]1([CH3:22])[C@@H:11](/[CH:12]=[C:13](\[CH3:17])/[CH:14]=[N:15]O)[C@@H:10]1[C:18]([O:20][CH3:21])=[O:19].C(OC(=O)C)(=O)C.S(=O)(=O)(O)O, predict the reaction product. The product is: [CH3:8][C:9]1([CH3:22])[CH:11](/[CH:12]=[C:13](/[C:14]#[N:15])\[CH3:17])[CH:10]1[C:18]([O:20][CH3:21])=[O:19]. (3) Given the reactants [C:1]1([N:11]=[C:12]=[O:13])[C:10]2[C:5](=[CH:6][CH:7]=[CH:8][CH:9]=2)[CH:4]=[CH:3][CH:2]=1.Cl.[O:15]=[C:16]1[CH:21]([N:22]2[C:30](=[O:31])[C:29]3[C:24](=[CH:25][CH:26]=[CH:27][C:28]=3[CH2:32][NH:33][CH3:34])[C:23]2=[O:35])[CH2:20][CH2:19][C:18](=[O:36])[NH:17]1.C(N(CC)CC)C, predict the reaction product. The product is: [O:15]=[C:16]1[CH:21]([N:22]2[C:30](=[O:31])[C:29]3[C:24](=[CH:25][CH:26]=[CH:27][C:28]=3[CH2:32][N:33]([CH3:34])[C:12]([NH:11][C:1]3[C:10]4[C:5](=[CH:6][CH:7]=[CH:8][CH:9]=4)[CH:4]=[CH:3][CH:2]=3)=[O:13])[C:23]2=[O:35])[CH2:20][CH2:19][C:18](=[O:36])[NH:17]1. (4) Given the reactants [NH2:1][C:2]1[CH:10]=[CH:9][CH:8]=[C:7]2[C:3]=1[CH:4]=[N:5][N:6]2[CH2:11][C:12]1[CH:13]=[C:14]([CH:20]=[CH:21][CH:22]=1)[C:15]([N:17]([CH3:19])[CH3:18])=[O:16].[Li+].C[Si]([N-][Si](C)(C)C)(C)C.[CH3:33][N:34]1[CH2:39][CH2:38][N:37]([CH2:40][CH2:41][O:42][C:43]2[CH:48]=[CH:47][N:46]3[C:49]([C:52](OCC)=[O:53])=[CH:50][N:51]=[C:45]3[CH:44]=2)[CH2:36][CH2:35]1, predict the reaction product. The product is: [CH3:18][N:17]([CH3:19])[C:15]([C:14]1[CH:13]=[C:12]([CH:22]=[CH:21][CH:20]=1)[CH2:11][N:6]1[C:7]2[C:3](=[C:2]([NH:1][C:52]([C:49]3[N:46]4[CH:47]=[CH:48][C:43]([O:42][CH2:41][CH2:40][N:37]5[CH2:38][CH2:39][N:34]([CH3:33])[CH2:35][CH2:36]5)=[CH:44][C:45]4=[N:51][CH:50]=3)=[O:53])[CH:10]=[CH:9][CH:8]=2)[CH:4]=[N:5]1)=[O:16]. (5) Given the reactants [Cl:1][C:2]1[CH:41]=[CH:40][CH:39]=[C:38]([Cl:42])[C:3]=1[C:4]([NH:6][C@H:7]([C:34]([O:36][CH3:37])=[O:35])[CH2:8][C:9]1[CH:14]=[CH:13][C:12]([C:15]#[C:16][CH2:17][CH2:18][N:19]([C:28]2[CH:33]=[CH:32][CH:31]=[CH:30][N:29]=2)C(OCC(Cl)(Cl)Cl)=O)=[CH:11][CH:10]=1)=[O:5].O.CC(O)=O.C(OCC)(=O)C, predict the reaction product. The product is: [Cl:1][C:2]1[CH:41]=[CH:40][CH:39]=[C:38]([Cl:42])[C:3]=1[C:4]([NH:6][C@H:7]([C:34]([O:36][CH3:37])=[O:35])[CH2:8][C:9]1[CH:10]=[CH:11][C:12]([C:15]#[C:16][CH2:17][CH2:18][NH:19][C:28]2[CH:33]=[CH:32][CH:31]=[CH:30][N:29]=2)=[CH:13][CH:14]=1)=[O:5]. (6) Given the reactants [CH2:1]([N:6]1[CH2:11][CH2:10][C:9]2([C:19]3[C:14](=[CH:15][CH:16]=[CH:17][CH:18]=3)[N:13]([C:20]3[CH:25]=[CH:24][CH:23]=[CH:22][C:21]=3[NH:26][C:27]([NH:29]C(=O)C3C=CC=CC=3)=[S:28])[CH2:12]2)[CH2:8][CH2:7]1)[C:2]([CH3:5])([CH3:4])[CH3:3].[Li+].[OH-], predict the reaction product. The product is: [CH2:1]([N:6]1[CH2:7][CH2:8][C:9]2([C:19]3[C:14](=[CH:15][CH:16]=[CH:17][CH:18]=3)[N:13]([C:20]3[CH:25]=[CH:24][CH:23]=[CH:22][C:21]=3[NH:26][C:27]([NH2:29])=[S:28])[CH2:12]2)[CH2:10][CH2:11]1)[C:2]([CH3:5])([CH3:4])[CH3:3]. (7) Given the reactants [CH3:1][O:2][C:3]([C:5]1[N:10]=[C:9](Br)[C:8]2[C:12]([C:15]3[CH:20]=[CH:19][C:18]([F:21])=[CH:17][CH:16]=3)=[CH:13][S:14][C:7]=2[C:6]=1[OH:22])=[O:4].[Cu][C:24]#[N:25], predict the reaction product. The product is: [CH3:1][O:2][C:3]([C:5]1[N:10]=[C:9]([C:24]#[N:25])[C:8]2[C:12]([C:15]3[CH:20]=[CH:19][C:18]([F:21])=[CH:17][CH:16]=3)=[CH:13][S:14][C:7]=2[C:6]=1[OH:22])=[O:4]. (8) Given the reactants CN(C(ON1N=NC2C=CC=NC1=2)=[N+](C)C)C.F[P-](F)(F)(F)(F)F.[Cl:25][C:26]1[N:30]2[CH:31]=[C:32]([C:39]3[O:40][CH:41]=[CH:42][CH:43]=3)[CH:33]=[C:34]([C:35]([F:38])([F:37])[F:36])[C:29]2=[N:28][C:27]=1[C:44](O)=[O:45].[O:47]1[CH2:52][CH2:51][CH2:50][CH2:49][CH:48]1[CH2:53][NH2:54], predict the reaction product. The product is: [O:47]1[CH2:52][CH2:51][CH2:50][CH2:49][CH:48]1[CH2:53][NH:54][C:44]([C:27]1[N:28]=[C:29]2[C:34]([C:35]([F:38])([F:36])[F:37])=[CH:33][C:32]([C:39]3[O:40][CH:41]=[CH:42][CH:43]=3)=[CH:31][N:30]2[C:26]=1[Cl:25])=[O:45]. (9) Given the reactants [CH3:1][O:2][CH2:3][CH2:4][O:5][C:6]1[CH:11]=[CH:10][C:9](/[CH:12]=[CH:13]/[C:14]([O:16]CC)=[O:15])=[C:8]([O:19][C:20]2[N:21]=[N:22][C:23]([C:26]([F:29])([F:28])[F:27])=[CH:24][CH:25]=2)[CH:7]=1.[OH-].[Na+], predict the reaction product. The product is: [CH3:1][O:2][CH2:3][CH2:4][O:5][C:6]1[CH:11]=[CH:10][C:9](/[CH:12]=[CH:13]/[C:14]([OH:16])=[O:15])=[C:8]([O:19][C:20]2[N:21]=[N:22][C:23]([C:26]([F:27])([F:28])[F:29])=[CH:24][CH:25]=2)[CH:7]=1.